From a dataset of Forward reaction prediction with 1.9M reactions from USPTO patents (1976-2016). Predict the product of the given reaction. (1) The product is: [CH2:1]([O:8][C:9]1[C:14](=[O:15])[CH:13]=[C:12]([CH2:16][O:17][CH2:18][O:19][CH3:20])[O:11][C:10]=1[C:21]([N:29]([CH2:30][CH2:31][NH:32][C:33](=[O:39])[O:34][C:35]([CH3:37])([CH3:36])[CH3:38])[CH2:28][C:27]1[CH:40]=[CH:41][C:42]([Cl:43])=[C:25]([Cl:24])[CH:26]=1)=[O:23])[C:2]1[CH:3]=[CH:4][CH:5]=[CH:6][CH:7]=1. Given the reactants [CH2:1]([O:8][C:9]1[C:14](=[O:15])[CH:13]=[C:12]([CH2:16][O:17][CH2:18][O:19][CH3:20])[O:11][C:10]=1[C:21]([OH:23])=O)[C:2]1[CH:7]=[CH:6][CH:5]=[CH:4][CH:3]=1.[Cl:24][C:25]1[CH:26]=[C:27]([CH:40]=[CH:41][C:42]=1[Cl:43])[CH2:28][NH:29][CH2:30][CH2:31][NH:32][C:33](=[O:39])[O:34][C:35]([CH3:38])([CH3:37])[CH3:36].C(N=C=NCCCN(C)C)C.ON1C2C=CC=CC=2N=N1.C(=O)([O-])O.[Na+], predict the reaction product. (2) Given the reactants [Cl:1][C:2]1[CH:7]=[C:6]2[N:8]([CH2:41][O:42]CC[Si](C)(C)C)[C:9](=[O:40])[C:10]3([CH:15]([C:16]4[CH:21]=[C:20]([Cl:22])[CH:19]=[CH:18][C:17]=4[O:23][C:24]([C:27]([O:29][CH3:30])=[O:28])([CH3:26])[CH3:25])[CH2:14][C:13](=[O:31])[NH:12][CH:11]3[C:32]3[CH:37]=[C:36]([F:38])[CH:35]=[CH:34][C:33]=3[CH3:39])[C:5]2=[CH:4][CH:3]=1.FC(F)(F)C(O)=O, predict the reaction product. The product is: [Cl:1][C:2]1[CH:7]=[C:6]2[N:8]([CH2:41][OH:42])[C:9](=[O:40])[C:10]3([CH:15]([C:16]4[CH:21]=[C:20]([Cl:22])[CH:19]=[CH:18][C:17]=4[O:23][C:24]([C:27]([O:29][CH3:30])=[O:28])([CH3:26])[CH3:25])[CH2:14][C:13](=[O:31])[NH:12][CH:11]3[C:32]3[CH:37]=[C:36]([F:38])[CH:35]=[CH:34][C:33]=3[CH3:39])[C:5]2=[CH:4][CH:3]=1.